Dataset: Forward reaction prediction with 1.9M reactions from USPTO patents (1976-2016). Task: Predict the product of the given reaction. (1) Given the reactants [CH3:1][C:2]1[CH:11]=[C:10]([CH2:12][N:13]2[CH2:18][CH2:17][CH2:16][CH2:15][CH2:14]2)[CH:9]=[CH:8][C:3]=1[C:4]([O:6]C)=[O:5].O1CCCC1.CO.O.[OH-].[Li+], predict the reaction product. The product is: [CH3:1][C:2]1[CH:11]=[C:10]([CH2:12][N:13]2[CH2:18][CH2:17][CH2:16][CH2:15][CH2:14]2)[CH:9]=[CH:8][C:3]=1[C:4]([OH:6])=[O:5]. (2) Given the reactants [C:1]1([C:16]2[CH:21]=[CH:20][CH:19]=[CH:18][CH:17]=2)[CH:6]=[CH:5][CH:4]=[CH:3][C:2]=1[CH:7]([NH2:15])[CH2:8][CH2:9][CH2:10][C:11](OC)=[O:12].[C:22]1([C:30]2[CH:35]=[CH:34][CH:33]=[CH:32][CH:31]=2)[CH:27]=[CH:26][CH:25]=[C:24]([CH:28]=O)[CH:23]=1, predict the reaction product. The product is: [C:1]1([C:16]2[CH:21]=[CH:20][CH:19]=[CH:18][CH:17]=2)[CH:6]=[CH:5][CH:4]=[CH:3][C:2]=1[CH:7]1[N:15]([CH2:28][C:24]2[CH:23]=[C:22]([C:30]3[CH:35]=[CH:34][CH:33]=[CH:32][CH:31]=3)[CH:27]=[CH:26][CH:25]=2)[C:11](=[O:12])[CH2:10][CH2:9][CH2:8]1. (3) Given the reactants [CH3:1][O:2][CH2:3]/[CH:4]=[CH:5]/[C:6]1[CH:7]=[C:8]([CH:11]=[C:12]([C:14]([F:17])([F:16])[F:15])[CH:13]=1)[CH:9]=O.[CH:18]1([NH2:21])[CH2:20][CH2:19]1.[O-]S([O-])(=O)=O.[Mg+2].[BH4-].[Na+], predict the reaction product. The product is: [CH3:1][O:2][CH2:3]/[CH:4]=[CH:5]/[C:6]1[CH:7]=[C:8]([CH:11]=[C:12]([C:14]([F:17])([F:16])[F:15])[CH:13]=1)[CH2:9][NH:21][CH:18]1[CH2:20][CH2:19]1. (4) Given the reactants Br[C:2]1[C:11]([F:12])=[CH:10][C:9]2[N:8]=[CH:7][C:6]3[N:13]=[C:14]([CH3:30])[N:15]([CH:16]4[CH2:21][CH2:20][N:19]([C:22]([O:24][C:25]([CH3:28])([CH3:27])[CH3:26])=[O:23])[CH2:18][CH:17]4[F:29])[C:5]=3[C:4]=2[CH:3]=1.[Cl:31][C:32]1[CH:33]=[C:34]([CH:42]=[CH:43][C:44]=1B1OC(C)(C)C(C)(C)O1)[O:35][C:36]1[N:41]=[CH:40][CH:39]=[CH:38][N:37]=1.C([O-])([O-])=O.[Na+].[Na+].CO.C(Cl)Cl, predict the reaction product. The product is: [Cl:31][C:32]1[CH:33]=[C:34]([O:35][C:36]2[N:37]=[CH:38][CH:39]=[CH:40][N:41]=2)[CH:42]=[CH:43][C:44]=1[C:2]1[C:11]([F:12])=[CH:10][C:9]2[N:8]=[CH:7][C:6]3[N:13]=[C:14]([CH3:30])[N:15]([C@H:16]4[CH2:21][CH2:20][N:19]([C:22]([O:24][C:25]([CH3:27])([CH3:28])[CH3:26])=[O:23])[CH2:18][C@@H:17]4[F:29])[C:5]=3[C:4]=2[CH:3]=1.